Task: Binary Classification. Given a drug SMILES string, predict its activity (active/inactive) in a high-throughput screening assay against a specified biological target.. Dataset: Tyrosyl-DNA phosphodiesterase HTS with 341,365 compounds (1) The molecule is Clc1cc(c2c(OC)cc(C3N4C(C5C3C(=O)N(C5=O)C)(CCCC4)C(OC)=O)cc2)ccc1Cl. The result is 0 (inactive). (2) The molecule is S(=O)(=O)(N1CC(CCC1)C)c1ccc(NC(=O)CCNC(=O)c2c(OC)cccc2)cc1. The result is 0 (inactive). (3) The drug is Clc1c(S(=O)(=O)N(C)C)cc(NC(=O)C=2OCCOC2)cc1. The result is 0 (inactive). (4) The molecule is O=c1[nH]c2c(cc1C(N1CCCCC1)c1n(nnn1)Cc1cc3OCOc3cc1)cc(cc2C)C. The result is 0 (inactive). (5) The molecule is Brc1ccc(C(O)Cn2c=3n(CCCN3)c3c2cccc3)cc1. The result is 0 (inactive). (6) The molecule is O=C(Nc1c(n(nc1C(C)(C)C)C)C(C)(C)C)c1ccc(OC)cc1. The result is 0 (inactive). (7) The drug is o1c2c(/c(=N\c3ccc(OC)cc3)cc1c1ccc(OC)cc1)cccc2. The result is 0 (inactive).